From a dataset of Reaction yield outcomes from USPTO patents with 853,638 reactions. Predict the reaction yield, written as a fraction of the theoretical maximum amount of product (1.0 means a 100% yield; for example, 0.34 means a 34% yield). (1) The reactants are [CH2:1]([C:3]1[NH:4][CH:5]=[C:6]([C:8]2[CH:13]=[CH:12][CH:11]=[CH:10][CH:9]=2)[N:7]=1)[CH3:2].Br[CH2:15][C:16]1[CH:35]=[CH:34][C:19]2/[C:20](=[C:30](/[CH3:33])\[C:31]#[N:32])/[C:21]3[CH:28]=[CH:27][C:26]([F:29])=[CH:25][C:22]=3[O:23][CH2:24][C:18]=2[CH:17]=1. No catalyst specified. The product is [CH2:1]([C:3]1[N:4]([CH2:15][C:16]2[CH:35]=[CH:34][C:19]3/[C:20](=[C:30](/[CH3:33])\[C:31]#[N:32])/[C:21]4[CH:28]=[CH:27][C:26]([F:29])=[CH:25][C:22]=4[O:23][CH2:24][C:18]=3[CH:17]=2)[CH:5]=[C:6]([C:8]2[CH:13]=[CH:12][CH:11]=[CH:10][CH:9]=2)[N:7]=1)[CH3:2]. The yield is 0.920. (2) The reactants are [CH2:1]([C@@:5]1([CH2:28][CH3:29])[NH:11][C@H:10]([C:12]2[CH:17]=[CH:16][CH:15]=[CH:14][CH:13]=2)[C:9]2[CH:18]=[C:19]([O:24][CH3:25])[C:20]([CH:22]=O)=[CH:21][C:8]=2[S:7](=[O:27])(=[O:26])[CH2:6]1)[CH2:2][CH2:3][CH3:4].[NH2:30][CH2:31][CH2:32][P:33](=[O:40])([O:37][CH2:38][CH3:39])[O:34][CH2:35][CH3:36].O.Cl. The catalyst is ClCCCl. The product is [CH2:1]([C@@:5]1([CH2:28][CH3:29])[NH:11][C@H:10]([C:12]2[CH:17]=[CH:16][CH:15]=[CH:14][CH:13]=2)[C:9]2[CH:18]=[C:19]([O:24][CH3:25])[C:20]([CH2:22][NH:30][CH2:31][CH2:32][P:33](=[O:40])([O:34][CH2:35][CH3:36])[O:37][CH2:38][CH3:39])=[CH:21][C:8]=2[S:7](=[O:26])(=[O:27])[CH2:6]1)[CH2:2][CH2:3][CH3:4]. The yield is 0.710.